Dataset: Forward reaction prediction with 1.9M reactions from USPTO patents (1976-2016). Task: Predict the product of the given reaction. (1) Given the reactants [NH2:1][C:2]1[S:3][C:4]([CH3:10])=[C:5]([CH3:9])[C:6]=1[C:7]#[N:8].[CH:11](=O)[C:12]1[CH:17]=[CH:16][CH:15]=[CH:14][CH:13]=1.C([BH3-])#N, predict the reaction product. The product is: [CH2:11]([NH:1][C:2]1[S:3][C:4]([CH3:10])=[C:5]([CH3:9])[C:6]=1[C:7]#[N:8])[C:12]1[CH:17]=[CH:16][CH:15]=[CH:14][CH:13]=1. (2) Given the reactants Cl.[N:2]1([CH2:8][C:9]2[CH:17]=[CH:16][C:12]([C:13]([OH:15])=O)=[CH:11][CH:10]=2)[CH2:7][CH2:6][O:5][CH2:4][CH2:3]1.O.ON1C2C=CC=CC=2N=N1.[CH:29]([N:32]1[CH2:37][CH2:36][NH:35][CH2:34][CH2:33]1)([CH3:31])[CH3:30].Cl.CN(C)CCCN=C=NCC.C(=O)([O-])[O-].[Na+].[Na+], predict the reaction product. The product is: [CH:29]([N:32]1[CH2:37][CH2:36][N:35]([C:13]([C:12]2[CH:11]=[CH:10][C:9]([CH2:8][N:2]3[CH2:3][CH2:4][O:5][CH2:6][CH2:7]3)=[CH:17][CH:16]=2)=[O:15])[CH2:34][CH2:33]1)([CH3:31])[CH3:30]. (3) Given the reactants [CH2:1]([O:3][C:4](=[O:29])[C:5](=O)[NH:6][NH:7][C:8]([N:10]1[CH2:15][CH2:14][N:13]([C:16](=[O:27])[C:17]2[CH:22]=[CH:21][CH:20]=[CH:19][C:18]=2[C:23]([F:26])([F:25])[F:24])[CH2:12][CH2:11]1)=[S:9])[CH3:2].CS(O)(=O)=O, predict the reaction product. The product is: [CH2:1]([O:3][C:4]([C:5]1[S:9][C:8]([N:10]2[CH2:15][CH2:14][N:13]([C:16](=[O:27])[C:17]3[CH:22]=[CH:21][CH:20]=[CH:19][C:18]=3[C:23]([F:26])([F:25])[F:24])[CH2:12][CH2:11]2)=[N:7][N:6]=1)=[O:29])[CH3:2]. (4) Given the reactants [OH:1][CH2:2][C@@H:3]1[CH2:9][C@@H:8]2[C@@H:6]([CH2:7]2)[CH2:5][N:4]1[C:10]([O:12][C:13]([CH3:16])([CH3:15])[CH3:14])=[O:11].Br[C:18]1[CH:23]=[N:22][C:21]([C:24]([F:27])([F:26])[F:25])=[CH:20][N:19]=1.[H-].[Na+], predict the reaction product. The product is: [F:25][C:24]([F:27])([F:26])[C:21]1[N:22]=[CH:23][C:18]([O:1][CH2:2][C@@H:3]2[CH2:9][C@@H:8]3[C@@H:6]([CH2:7]3)[CH2:5][N:4]2[C:10]([O:12][C:13]([CH3:16])([CH3:15])[CH3:14])=[O:11])=[N:19][CH:20]=1. (5) Given the reactants [CH2:1]([N:8]1[CH:12]=[N:11][C:10]([NH:13][C:14]2[CH:15]=[C:16]([NH:20]C(=O)OC(C)(C)C)[CH:17]=[CH:18][CH:19]=2)=[N:9]1)[C:2]1[CH:7]=[CH:6][CH:5]=[CH:4][CH:3]=1.Cl, predict the reaction product. The product is: [CH2:1]([N:8]1[CH:12]=[N:11][C:10]([NH:13][C:14]2[CH:19]=[CH:18][CH:17]=[C:16]([NH2:20])[CH:15]=2)=[N:9]1)[C:2]1[CH:7]=[CH:6][CH:5]=[CH:4][CH:3]=1. (6) Given the reactants [F:1][C:2]1[CH:7]=[CH:6][C:5]([N:8]2[C:16]3[C:11](=[CH:12][C:13]([CH:17](C4C=CC=CC=4)[C:18]([CH3:23])([CH3:22])[C:19](O)=[O:20])=[CH:14][CH:15]=3)[CH:10]=[N:9]2)=[CH:4][CH:3]=1.[N:30]1C=CC=CC=1.N1C(F)=NC(F)=NC=1F.F[C:46]1[CH:51]=[CH:50][C:49](N2[C:51]3[C:46](=[CH:47][C:48](C([C:46]4[CH:51]=[CH:50][CH:49]=[CH:48][CH:47]=4)C(C)(C)C(F)=O)=[CH:49][CH:50]=3)C=N2)=[CH:48][CH:47]=1.N, predict the reaction product. The product is: [F:1][C:2]1[CH:7]=[CH:6][C:5]([N:8]2[C:16]3[C:11](=[CH:12][C:13]([CH:17]([C:46]4[CH:51]=[CH:50][CH:49]=[CH:48][CH:47]=4)[C:18]([CH3:22])([CH3:23])[C:19]([NH2:30])=[O:20])=[CH:14][CH:15]=3)[CH:10]=[N:9]2)=[CH:4][CH:3]=1. (7) Given the reactants [CH3:1][C@H:2]1[N:6]([S:7]([C:10]2[CH:15]=[CH:14][CH:13]=[CH:12][CH:11]=2)(=[O:9])=[O:8])[CH2:5][C@@H:4]([CH2:16][N:17]2[C:25]3[C:20](=[CH:21][C:22]([C:26]4[CH:27]=[N:28][N:29](C5CCCCO5)[CH:30]=4)=[CH:23][CH:24]=3)[CH:19]=[N:18]2)[CH2:3]1.C1(C)C=CC(S(O)(=O)=O)=CC=1.C(=O)(O)[O-].[Na+], predict the reaction product. The product is: [CH3:1][C@H:2]1[N:6]([S:7]([C:10]2[CH:15]=[CH:14][CH:13]=[CH:12][CH:11]=2)(=[O:8])=[O:9])[CH2:5][C@@H:4]([CH2:16][N:17]2[C:25]3[C:20](=[CH:21][C:22]([C:26]4[CH:27]=[N:28][NH:29][CH:30]=4)=[CH:23][CH:24]=3)[CH:19]=[N:18]2)[CH2:3]1.